This data is from Full USPTO retrosynthesis dataset with 1.9M reactions from patents (1976-2016). The task is: Predict the reactants needed to synthesize the given product. (1) Given the product [Cl:1][C:2]1[C:3]([N:8]2[CH2:17][CH2:16][C:15]3[C:14]([NH:18][C:19]4[CH:28]=[C:27]5[C:22]([C:23]([CH3:33])([CH3:32])[CH2:24][NH:25][CH2:26]5)=[CH:21][CH:20]=4)=[N:13][CH:12]=[N:11][C:10]=3[CH2:9]2)=[N:4][CH:5]=[CH:6][CH:7]=1, predict the reactants needed to synthesize it. The reactants are: [Cl:1][C:2]1[C:3]([N:8]2[CH2:17][CH2:16][C:15]3[C:14]([NH:18][C:19]4[CH:28]=[C:27]5[C:22]([C:23]([CH3:33])([CH3:32])[CH2:24][N:25](C(=O)C)[CH2:26]5)=[CH:21][CH:20]=4)=[N:13][CH:12]=[N:11][C:10]=3[CH2:9]2)=[N:4][CH:5]=[CH:6][CH:7]=1.Cl.C([O-])([O-])=O.[Na+].[Na+]. (2) Given the product [ClH:1].[CH3:20][S:21][C:22]1[CH:27]=[CH:26][C:25]([C:3]2[CH:8]=[CH:7][C:6]([NH:9][C:10]([CH:12]3[CH:17]4[CH2:18][CH2:19][N:14]([CH2:15][CH2:16]4)[CH2:13]3)=[O:11])=[CH:5][CH:4]=2)=[CH:24][CH:23]=1, predict the reactants needed to synthesize it. The reactants are: [ClH:1].Br[C:3]1[CH:8]=[CH:7][C:6]([NH:9][C:10]([CH:12]2[CH:17]3[CH2:18][CH2:19][N:14]([CH2:15][CH2:16]3)[CH2:13]2)=[O:11])=[CH:5][CH:4]=1.[CH3:20][S:21][C:22]1[CH:27]=[CH:26][C:25](B(O)O)=[CH:24][CH:23]=1.C(=O)([O-])[O-].[Cs+].[Cs+]. (3) Given the product [CH2:1]([O:3][C:4]([C:6]1([C:9]2[CH:14]=[CH:13][C:12]([C:15]3[CH:20]=[CH:19][C:18]([C:21]4[O:25][N:24]=[C:23]([CH3:26])[C:22]=4[NH:27][C:28]4[CH:33]=[CH:32][CH:31]=[C:30]([C:36]5[CH:37]=[CH:38][CH:39]=[CH:40][C:35]=5[CH3:44])[N:29]=4)=[CH:17][CH:16]=3)=[CH:11][CH:10]=2)[CH2:8][CH2:7]1)=[O:5])[CH3:2], predict the reactants needed to synthesize it. The reactants are: [CH2:1]([O:3][C:4]([C:6]1([C:9]2[CH:14]=[CH:13][C:12]([C:15]3[CH:20]=[CH:19][C:18]([C:21]4[O:25][N:24]=[C:23]([CH3:26])[C:22]=4[NH:27][C:28]4[CH:33]=[CH:32][CH:31]=[C:30](Br)[N:29]=4)=[CH:17][CH:16]=3)=[CH:11][CH:10]=2)[CH2:8][CH2:7]1)=[O:5])[CH3:2].[C:35]1([CH3:44])[CH:40]=[CH:39][CH:38]=[CH:37][C:36]=1B(O)O.C(=O)(O)[O-].[Na+].COCCOC. (4) Given the product [Br:1][C:2]1[CH:7]=[CH:6][C:5]([CH2:8][C@H:9]([NH:12][C:13](=[O:19])[O:14][C:15]([CH3:18])([CH3:17])[CH3:16])[CH2:10][N:43]2[C:39](=[O:49])[C:40]3[C:41](=[CH:45][CH:46]=[CH:47][CH:48]=3)[C:42]2=[O:44])=[CH:4][CH:3]=1, predict the reactants needed to synthesize it. The reactants are: [Br:1][C:2]1[CH:7]=[CH:6][C:5]([CH2:8][C@H:9]([NH:12][C:13](=[O:19])[O:14][C:15]([CH3:18])([CH3:17])[CH3:16])[CH2:10]O)=[CH:4][CH:3]=1.C1(P(C2C=CC=CC=2)C2C=CC=CC=2)C=CC=CC=1.[C:39]1(=[O:49])[NH:43][C:42](=[O:44])[C:41]2=[CH:45][CH:46]=[CH:47][CH:48]=[C:40]12.N(C([O-])=O)=NC([O-])=O. (5) The reactants are: [Br:1][C:2]1[CH:7]=[CH:6][C:5]([CH:8]([C:20]2[CH:25]=[CH:24][CH:23]=[CH:22][C:21]=2[CH3:26])[CH2:9][C:10]([C:12]2[CH:13]=[CH:14][C:15](=[O:19])[N:16]([CH3:18])[CH:17]=2)=[O:11])=[CH:4][CH:3]=1.IC[C:29]([NH2:31])=[O:30].C(=O)([O-])[O-].[K+].[K+]. Given the product [Br:1][C:2]1[CH:3]=[CH:4][C:5]([CH:8]([C:20]2[CH:25]=[CH:24][CH:23]=[CH:22][C:21]=2[CH3:26])[CH2:9][C:10]([C:12]2[CH:13]=[CH:14][C:15](=[O:19])[N:16]([CH2:18][C:29]([NH2:31])=[O:30])[CH:17]=2)=[O:11])=[CH:6][CH:7]=1, predict the reactants needed to synthesize it. (6) Given the product [N+:21]([C:20]1[C:15]([CH:4]([C:5]([O:7][CH2:8][CH3:9])=[O:6])[C:3]([O:11][CH2:12][CH3:13])=[O:10])=[N:16][CH:17]=[CH:18][CH:19]=1)([O-:23])=[O:22], predict the reactants needed to synthesize it. The reactants are: [H-].[Na+].[C:3]([O:11][CH2:12][CH3:13])(=[O:10])[CH2:4][C:5]([O:7][CH2:8][CH3:9])=[O:6].Cl[C:15]1[C:20]([N+:21]([O-:23])=[O:22])=[CH:19][CH:18]=[CH:17][N:16]=1.CCOC(C)=O. (7) Given the product [C:11]([O:10][C:8]([N:4]1[CH2:5][CH2:6][CH2:7][CH:3]1[CH2:2][NH:1][C:21]([C:19]1[S:20][C:16]([Cl:15])=[CH:17][CH:18]=1)=[O:22])=[O:9])([CH3:14])([CH3:13])[CH3:12], predict the reactants needed to synthesize it. The reactants are: [NH2:1][CH2:2][CH:3]1[CH2:7][CH2:6][CH2:5][N:4]1[C:8]([O:10][C:11]([CH3:14])([CH3:13])[CH3:12])=[O:9].[Cl:15][C:16]1[S:20][C:19]([C:21](O)=[O:22])=[CH:18][CH:17]=1.